Dataset: Reaction yield outcomes from USPTO patents with 853,638 reactions. Task: Predict the reaction yield, written as a fraction of the theoretical maximum amount of product (1.0 means a 100% yield; for example, 0.34 means a 34% yield). (1) The reactants are Cl.[N:2]1[C:12]2[C:11]3[S:13][C:14]([C:16]4[CH:30]=[CH:29][C:19]([CH2:20][NH:21]C(=O)OC(C)(C)C)=[CH:18][CH:17]=4)=[CH:15][C:10]=3[CH2:9][CH2:8][O:7][C:6]=2[CH:5]=[CH:4][CH:3]=1. The catalyst is O1CCOCC1.C(Cl)Cl. The product is [N:2]1[C:12]2[C:11]3[S:13][C:14]([C:16]4[CH:30]=[CH:29][C:19]([CH2:20][NH2:21])=[CH:18][CH:17]=4)=[CH:15][C:10]=3[CH2:9][CH2:8][O:7][C:6]=2[CH:5]=[CH:4][CH:3]=1. The yield is 0.550. (2) The product is [Br:8][C:9]1[CH:16]=[CH:15][C:5]([CH2:4][CH2:3][C:2](=[O:7])[CH3:1])=[CH:11][CH:10]=1. The reactants are [CH3:1][C:2](=[O:7])[CH2:3][C:4](=O)[CH3:5].[Br:8][C:9]1[CH:16]=[CH:15]C(CBr)=[CH:11][CH:10]=1.C(=O)([O-])[O-].[K+].[K+]. The yield is 0.670. The catalyst is CO. (3) The reactants are [N+:1]([C:4]1[CH:9]=[CH:8][C:7]([N:10]2[CH2:15][CH2:14][O:13][CH2:12][CH2:11]2)=[CH:6][CH:5]=1)([O-])=O.N. The catalyst is CO.[Pd]. The product is [N:10]1([C:7]2[CH:8]=[CH:9][C:4]([NH2:1])=[CH:5][CH:6]=2)[CH2:11][CH2:12][O:13][CH2:14][CH2:15]1. The yield is 0.700. (4) The reactants are [Cl:1][C:2]1[N:3]=[N:4][CH:5]=[C:6](Cl)[CH:7]=1.[NH:9]1[CH2:13][CH2:12][C@@H:11]([NH:14][C:15](=[O:21])[O:16][C:17]([CH3:20])([CH3:19])[CH3:18])[CH2:10]1.C(N(CC)CC)C. The catalyst is C1COCC1. The product is [Cl:1][C:2]1[N:3]=[N:4][CH:5]=[C:6]([N:9]2[CH2:13][CH2:12][C@@H:11]([NH:14][C:15](=[O:21])[O:16][C:17]([CH3:19])([CH3:18])[CH3:20])[CH2:10]2)[CH:7]=1. The yield is 0.600. (5) The reactants are Br[C:2]1[CH:8]=[CH:7][C:5]([NH2:6])=[C:4]([F:9])[CH:3]=1.[CH3:10][PH:11](=[O:13])[CH3:12].CC1(C)C2C(=C(P(C3C=CC=CC=3)C3C=CC=CC=3)C=CC=2)OC2C(P(C3C=CC=CC=3)C3C=CC=CC=3)=CC=CC1=2.P([O-])([O-])([O-])=O.[K+].[K+].[K+]. The catalyst is CN(C=O)C.C([O-])(=O)C.[Pd+2].C([O-])(=O)C. The product is [CH3:10][P:11]([C:2]1[CH:8]=[CH:7][C:5]([NH2:6])=[C:4]([F:9])[CH:3]=1)([CH3:12])=[O:13]. The yield is 0.200. (6) The reactants are [F:1][C:2]1[CH:7]=[C:6]([F:8])[CH:5]=[CH:4][C:3]=1[CH2:9][CH2:10][C:11]1[CH:16]=[CH:15][C:14]([S:17]([C:20]2[CH:21]=[C:22]([CH2:26][OH:27])[CH:23]=[CH:24][CH:25]=2)(=[O:19])=[O:18])=[CH:13][CH:12]=1.C(=O)C1C=CC=CC=1.C[N+]1([O-])CCOCC1. The catalyst is ClCCl.C(OCC)(=O)C.[Ru]([O-])(=O)(=O)=O.C([N+](CCC)(CCC)CCC)CC. The product is [F:1][C:2]1[CH:7]=[C:6]([F:8])[CH:5]=[CH:4][C:3]=1[CH2:9][CH2:10][C:11]1[CH:12]=[CH:13][C:14]([S:17]([C:20]2[CH:21]=[C:22]([CH:23]=[CH:24][CH:25]=2)[CH:26]=[O:27])(=[O:18])=[O:19])=[CH:15][CH:16]=1. The yield is 0.680. (7) The yield is 0.530. The catalyst is C(O)C.O1CCCC1. The product is [CH3:1][C:2]([CH3:29])([CH3:28])[CH2:3][O:4][C:5]1([C:8]2[CH:13]=[CH:12][C:11]([C:14]#[C:15][C:16]3[CH:21]=[CH:20][C:19]([CH2:22][C:23]([OH:25])=[O:24])=[CH:18][CH:17]=3)=[CH:10][C:9]=2[CH3:27])[CH2:7][CH2:6]1. The reactants are [CH3:1][C:2]([CH3:29])([CH3:28])[CH2:3][O:4][C:5]1([C:8]2[CH:13]=[CH:12][C:11]([C:14]#[C:15][C:16]3[CH:21]=[CH:20][C:19]([CH2:22][C:23]([O:25]C)=[O:24])=[CH:18][CH:17]=3)=[CH:10][C:9]=2[CH3:27])[CH2:7][CH2:6]1.[OH-].[Na+]. (8) The reactants are [F:1][C:2]1[CH:19]=[C:18]([F:20])[CH:17]=[CH:16][C:3]=1[CH2:4][NH:5][C:6](=O)[C:7]1[CH:12]=[CH:11][C:10]([CH2:13][CH3:14])=[CH:9][CH:8]=1.B. The catalyst is C1COCC1.C(OCC)C. The product is [F:1][C:2]1[CH:19]=[C:18]([F:20])[CH:17]=[CH:16][C:3]=1[CH2:4][NH:5][CH2:6][C:7]1[CH:12]=[CH:11][C:10]([CH2:13][CH3:14])=[CH:9][CH:8]=1. The yield is 0.940.